From a dataset of Forward reaction prediction with 1.9M reactions from USPTO patents (1976-2016). Predict the product of the given reaction. (1) Given the reactants [C:1]1(=O)[CH2:8][CH2:7][CH2:6][CH2:5][CH2:4][CH2:3][C:2]1=O.COP([CH2:17][C:18]([C:20]1[S:24][C:23]([C:25]2[CH:30]=[CH:29][CH:28]=[CH:27][CH:26]=2)=[N:22][C:21]=1[CH3:31])=O)(=O)OC.O.[NH2:33][NH2:34], predict the reaction product. The product is: [CH3:31][C:21]1[N:22]=[C:23]([C:25]2[CH:30]=[CH:29][CH:28]=[CH:27][CH:26]=2)[S:24][C:20]=1[C:18]1[N:34]=[N:33][C:2]2[CH2:3][CH2:4][CH2:5][CH2:6][CH2:7][CH2:8][C:1]=2[CH:17]=1. (2) Given the reactants CC1(C)O[C:6](=[O:8])[CH:5]=[C:4]([CH3:9])[O:3]1.[C:11]([C:15]1[CH:20]=[CH:19][C:18]([CH2:21][NH2:22])=[CH:17][CH:16]=1)([CH3:14])([CH3:13])[CH3:12], predict the reaction product. The product is: [C:11]([C:15]1[CH:16]=[CH:17][C:18]([CH2:21][NH:22][C:6](=[O:8])[CH2:5][C:4](=[O:3])[CH3:9])=[CH:19][CH:20]=1)([CH3:14])([CH3:12])[CH3:13]. (3) Given the reactants [C:1]([O:5][C:6]([N:8]1[CH2:12][CH2:11][CH2:10][CH:9]1[C:13]1[S:14][C:15]([CH3:22])=[C:16]([C:18]([O:20]C)=[O:19])[CH:17]=1)=[O:7])([CH3:4])([CH3:3])[CH3:2].O.O.[OH-].[Li+].Cl, predict the reaction product. The product is: [C:1]([O:5][C:6]([N:8]1[CH2:12][CH2:11][CH2:10][CH:9]1[C:13]1[S:14][C:15]([CH3:22])=[C:16]([C:18]([OH:20])=[O:19])[CH:17]=1)=[O:7])([CH3:4])([CH3:3])[CH3:2]. (4) Given the reactants [CH:1]1([N:4]([CH:16]2[CH2:19][O:18][CH2:17]2)[CH:5]2[CH2:10][CH2:9][CH:8]([C:11](OCC)=[O:12])[CH2:7][CH2:6]2)[CH2:3][CH2:2]1.[H-].[Al+3].[Li+].[H-].[H-].[H-].[OH-].[Na+], predict the reaction product. The product is: [CH:1]1([N:4]([CH:16]2[CH2:19][O:18][CH2:17]2)[CH:5]2[CH2:6][CH2:7][CH:8]([CH2:11][OH:12])[CH2:9][CH2:10]2)[CH2:2][CH2:3]1. (5) Given the reactants [F:1][C:2]([F:7])([F:6])[C:3](O)=[O:4].FC(F)(F)C(OC(=O)C(F)(F)F)=O.[NH2:21][C:22]1[CH:50]=[CH:49][C:25]2[NH:26][C:27]([C:32]3[C:33](=[O:48])[N:34]([CH2:43][CH2:44][CH:45]([CH3:47])[CH3:46])[C:35]4[C:40]([C:41]=3[OH:42])=[CH:39][CH:38]=[CH:37][N:36]=4)=[N:28][S:29](=[O:31])(=[O:30])[C:24]=2[CH:23]=1.[N+:51]([O-])([O-:53])=[O:52].[K+], predict the reaction product. The product is: [F:1][C:2]([F:7])([F:6])[C:3]([NH:21][C:22]1[CH:50]=[CH:49][C:25]2[NH:26][C:27]([C:32]3[C:33](=[O:48])[N:34]([CH2:43][CH2:44][CH:45]([CH3:47])[CH3:46])[C:35]4[C:40]([C:41]=3[OH:42])=[CH:39][CH:38]=[CH:37][N:36]=4)=[N:28][S:29](=[O:31])(=[O:30])[C:24]=2[C:23]=1[N+:51]([O-:53])=[O:52])=[O:4]. (6) Given the reactants [C:1]([Mg]Br)#[CH:2].[F:5][C:6]1[CH:11]=[C:10]([F:12])[CH:9]=[CH:8][C:7]=1[C@:13]12[CH2:22][O:21][C@@H:20]([CH:23]=[O:24])[CH2:19][C@H:18]1[CH2:17][S:16][C:15]([NH:25][C:26](=[O:33])[C:27]1[CH:32]=[CH:31][CH:30]=[CH:29][CH:28]=1)=[N:14]2, predict the reaction product. The product is: [F:5][C:6]1[CH:11]=[C:10]([F:12])[CH:9]=[CH:8][C:7]=1[C@:13]12[CH2:22][O:21][C@@H:20]([CH:23]([OH:24])[C:1]#[CH:2])[CH2:19][C@H:18]1[CH2:17][S:16][C:15]([NH:25][C:26](=[O:33])[C:27]1[CH:28]=[CH:29][CH:30]=[CH:31][CH:32]=1)=[N:14]2. (7) Given the reactants N1C=CC=CC=1.[NH2:7][C:8]1[C:9]([NH:19][C:20]2[CH:25]=[CH:24][C:23]([Br:26])=[CH:22][C:21]=2[F:27])=[C:10]([F:18])[C:11](=[O:17])[N:12]2[C:16]=1[CH2:15][CH2:14][CH2:13]2.[CH2:28]([O:35][C:36]([CH:38]1[CH2:42][CH2:41][CH2:40][N:39]1[S:43](Cl)(=[O:45])=[O:44])=[O:37])[C:29]1[CH:34]=[CH:33][CH:32]=[CH:31][CH:30]=1, predict the reaction product. The product is: [CH2:28]([O:35][C:36]([CH:38]1[CH2:42][CH2:41][CH2:40][N:39]1[S:43](=[O:45])(=[O:44])[NH:7][C:8]1[C:9]([NH:19][C:20]2[CH:25]=[CH:24][C:23]([Br:26])=[CH:22][C:21]=2[F:27])=[C:10]([F:18])[C:11](=[O:17])[N:12]2[C:16]=1[CH2:15][CH2:14][CH2:13]2)=[O:37])[C:29]1[CH:34]=[CH:33][CH:32]=[CH:31][CH:30]=1. (8) Given the reactants [F:1][C:2]([F:30])([C:23]1[CH:28]=[CH:27][CH:26]=[CH:25][N+:24]=1[O-:29])[CH2:3][NH:4][C:5]1[N:6]([CH2:15][O:16][CH2:17][CH2:18][Si:19]([CH3:22])([CH3:21])[CH3:20])[CH:7]=[CH:8][C:9](=[O:14])[C:10]=1[N+:11]([O-])=O, predict the reaction product. The product is: [NH2:11][C:10]1[C:9](=[O:14])[CH:8]=[CH:7][N:6]([CH2:15][O:16][CH2:17][CH2:18][Si:19]([CH3:22])([CH3:21])[CH3:20])[C:5]=1[NH:4][CH2:3][C:2]([F:1])([F:30])[C:23]1[CH:28]=[CH:27][CH:26]=[CH:25][N+:24]=1[O-:29]. (9) Given the reactants [CH3:1]CCCCCCCCCCCOS([O-])(=O)=O.[Na+:18].CCCCCCCCOC1O[C@H](CO)[C@@H](O)[C@H](O)[C@H]1O.[CH3:39][C@@H:40]([C@@H:69]1[C@@:73]2([CH3:90])[C@@H:74]([OH:89])[CH2:75][C@@H:76]3[C@@:81]4([CH3:87])[CH2:82][CH2:83][C@@H:84]([OH:86])[CH2:85][C@H:80]4[CH2:79][C@@H:78]([OH:88])[C@H:77]3[C@@H:72]2[CH2:71][CH2:70]1)[CH2:41][CH2:42][C:43]([O:45]C(O)[C@H]1O[C@H](O[C@]2(CO)O[C@H](CO)[C@@H](O)[C@@H]2O)[C@H](O)[C@@H](O)[C@@H]1O)=[O:44].CCCCCCCCCC(OC[C@H]1O[C@H](O[C@]2(CO)O[C@H](CO)[C@@H](O)[C@@H]2O)[C@H](O)[C@@H](O)[C@@H]1O)=O.CCCCCCCCCCCC(OC[C@H]1O[C@H](O[C@]2(CO)O[C@H](CO)[C@@H](O)[C@@H]2O)[C@H](O)[C@@H](O)[C@@H]1O)=O, predict the reaction product. The product is: [CH3:39][C@@H:40]([C@@H:69]1[C@@:73]2([CH3:90])[C@@H:74]([OH:89])[CH2:75][C@@H:76]3[C@@:81]4([CH3:87])[CH2:82][CH2:83][C@@H:84]([OH:86])[CH2:85][C@H:80]4[CH2:79][C@@H:78]([OH:88])[C@@:77]3([CH3:1])[C@@H:72]2[CH2:71][CH2:70]1)[CH2:41][CH2:42][C:43]([O-:45])=[O:44].[Na+:18].